From a dataset of Forward reaction prediction with 1.9M reactions from USPTO patents (1976-2016). Predict the product of the given reaction. (1) Given the reactants O=O.[CH:3]1([OH:11])[CH2:10][CH2:9][CH2:8][CH2:7][CH2:6][CH2:5][CH2:4]1, predict the reaction product. The product is: [C:3]1(=[O:11])[CH2:10][CH2:9][CH2:8][CH2:7][CH2:6][CH2:5][CH2:4]1. (2) Given the reactants [CH3:1][O:2][C:3]([C:5]1[CH:6]=[C:7]2[CH:14]=[CH:13][S:12][C:8]2=[N:9][C:10]=1N)=[O:4].N([O-])=[O:16].[Na+].C(=O)(O)[O-].[Na+], predict the reaction product. The product is: [CH3:1][O:2][C:3]([C:5]1[C:10](=[O:16])[NH:9][C:8]2[S:12][CH:13]=[CH:14][C:7]=2[CH:6]=1)=[O:4]. (3) Given the reactants ClC1N=C(Cl)C(C(F)(F)F)=CN=1.NC1C=CC=CC=1C(NC)=O.C(N(C(C)C)CC)(C)C.Cl[C:34]1[N:39]=[C:38]([NH:40][C:41]2[CH:50]=[CH:49][CH:48]=[CH:47][C:42]=2[C:43]([NH:45][CH3:46])=[O:44])[C:37]([C:51]([F:54])([F:53])[F:52])=[CH:36][N:35]=1.ClC1C(C(F)(F)F)=CN=C(NC2C=CC=CC=2C(NC)=O)N=1.[NH2:77][C:78]1[CH:92]=[CH:91][C:81]([CH2:82][P:83](=[O:90])([O:87][CH2:88][CH3:89])[O:84][CH2:85][CH3:86])=[CH:80][CH:79]=1.C(O)(C(F)(F)F)=O, predict the reaction product. The product is: [CH3:46][NH:45][C:43]([C:42]1[CH:47]=[CH:48][CH:49]=[CH:50][C:41]=1[NH:40][C:38]1[C:37]([C:51]([F:54])([F:53])[F:52])=[CH:36][N:35]=[C:34]([NH:77][C:78]2[CH:79]=[CH:80][C:81]([CH2:82][P:83](=[O:90])([O:84][CH2:85][CH3:86])[O:87][CH2:88][CH3:89])=[CH:91][CH:92]=2)[N:39]=1)=[O:44]. (4) The product is: [CH3:44][C@H:45]1[CH2:50][CH2:49][CH2:48][C@@H:47]([CH3:51])[N:46]1[CH2:52][CH2:53][CH2:54][C@@H:55]([NH:59][C:28]1[C:29]2[C:34]([N:35]=[C:36]3[C:41]=1[CH:40]=[CH:39][CH:38]=[CH:37]3)=[CH:33][CH:32]=[CH:31][CH:30]=2)[CH2:56][CH2:57][CH3:58]. Given the reactants C1C2C(=NC3C(C=2NC(CC)CCCN(CC)CC)=CC=CC=3)C=CC=1.Cl[C:28]1[C:29]2[C:34]([N:35]=[C:36]3[C:41]=1[CH:40]=[CH:39][CH:38]=[CH:37]3)=[CH:33][CH:32]=[CH:31][CH:30]=2.Cl.Cl.[CH3:44][C@H:45]1[CH2:50][CH2:49][CH2:48][C@@H:47]([CH3:51])[N:46]1[CH2:52][CH2:53][CH2:54][C@@H:55]([NH2:59])[CH2:56][CH2:57][CH3:58].C1(O)C=CC=CC=1.C(N(CC)CC)C, predict the reaction product. (5) Given the reactants [OH:1][C:2]1[C:3]([CH3:15])=[C:4]2[C:9](=[CH:10][CH:11]=1)[CH:8]=[C:7](C(O)=O)[CH:6]=[CH:5]2.C[C@H]1[C@]2(O)[C@H]3[C@](O)(CC(COC(C)=O)=C[C@H]2[C@@H]2C(C)(C)[C@]2(O[C:44](CC2C=CC=CC=2)=[O:45])C1)C(=O)C(C)=C3.CC[N:55](CC)CC.[CH2:60]([OH:67])[C:61]1[CH:66]=[CH:65][CH:64]=[CH:63][CH:62]=1, predict the reaction product. The product is: [CH2:60]([O:67][C:44](=[O:45])[NH:55][C:7]1[CH:6]=[CH:5][C:4]2[C:9](=[CH:10][CH:11]=[C:2]([OH:1])[C:3]=2[CH3:15])[CH:8]=1)[C:61]1[CH:66]=[CH:65][CH:64]=[CH:63][CH:62]=1. (6) Given the reactants [CH2:1]([O:8][C:9]([N:11]1[CH2:16][CH2:15][CH:14]([CH2:17][CH:18]=[CH2:19])[CH:13](O)[CH2:12]1)=[O:10])[C:2]1[CH:7]=[CH:6][CH:5]=[CH:4][CH:3]=1.C1(P(C2C=CC=CC=2)C2C=CC=CC=2)C=CC=CC=1.N(C(OCC)=O)=NC(OCC)=O.C1C=CC(P([N:66]=[N+:67]=[N-:68])(C2C=CC=CC=2)=O)=CC=1, predict the reaction product. The product is: [CH2:1]([O:8][C:9]([N:11]1[CH2:16][CH2:15][CH:14]([CH2:17][CH:18]=[CH2:19])[CH:13]([N:66]=[N+:67]=[N-:68])[CH2:12]1)=[O:10])[C:2]1[CH:7]=[CH:6][CH:5]=[CH:4][CH:3]=1. (7) Given the reactants [F:1][C:2]1[CH:7]=[CH:6][C:5]([NH2:8])=[C:4]([NH2:9])[CH:3]=1.[Cl:10][C:11]1[C:12]([N:16]=[C:17]=[S:18])=[CH:13][S:14][CH:15]=1, predict the reaction product. The product is: [NH2:9][C:4]1[CH:3]=[C:2]([F:1])[CH:7]=[CH:6][C:5]=1[NH:8][C:17]([NH:16][C:12]1[C:11]([Cl:10])=[CH:15][S:14][CH:13]=1)=[S:18]. (8) The product is: [Cl:22][C:19]1[CH:20]=[CH:21][C:16]([S:13]([NH:12][C:11]2[C:6]([CH:4]3[C:3]4[C:2](=[CH:31][CH:30]=[CH:29][C:28]=4[Cl:32])[NH:1][C:38](=[O:39])[NH:37]3)=[N:7][CH:8]=[C:9]([Cl:27])[CH:10]=2)(=[O:14])=[O:15])=[CH:17][C:18]=1[C:23]([F:26])([F:25])[F:24]. Given the reactants [NH2:1][C:2]1[CH:31]=[CH:30][CH:29]=[C:28]([Cl:32])[C:3]=1[C:4]([C:6]1[C:11]([NH:12][S:13]([C:16]2[CH:21]=[CH:20][C:19]([Cl:22])=[C:18]([C:23]([F:26])([F:25])[F:24])[CH:17]=2)(=[O:15])=[O:14])=[CH:10][C:9]([Cl:27])=[CH:8][N:7]=1)=O.[Si]([N:37]=[C:38]=[O:39])(C)(C)C.[OH-].[Na+], predict the reaction product.